From a dataset of Peptide-MHC class I binding affinity with 185,985 pairs from IEDB/IMGT. Regression. Given a peptide amino acid sequence and an MHC pseudo amino acid sequence, predict their binding affinity value. This is MHC class I binding data. (1) The peptide sequence is FIFSALDEK. The MHC is HLA-A68:01 with pseudo-sequence HLA-A68:01. The binding affinity (normalized) is 0.705. (2) The peptide sequence is APVTSLTAA. The MHC is HLA-B07:02 with pseudo-sequence HLA-B07:02. The binding affinity (normalized) is 0.490. (3) The peptide sequence is PSLQYLALK. The MHC is HLA-A68:01 with pseudo-sequence HLA-A68:01. The binding affinity (normalized) is 0.319. (4) The peptide sequence is THEILWPSF. The MHC is HLA-B15:09 with pseudo-sequence HLA-B15:09. The binding affinity (normalized) is 0.0847. (5) The binding affinity (normalized) is 0.0847. The peptide sequence is YPARVKCAL. The MHC is HLA-A26:01 with pseudo-sequence HLA-A26:01. (6) The peptide sequence is TLMAAILAY. The MHC is HLA-A03:01 with pseudo-sequence HLA-A03:01. The binding affinity (normalized) is 0.757. (7) The peptide sequence is CHATLTHRL. The MHC is HLA-A80:01 with pseudo-sequence HLA-A80:01. The binding affinity (normalized) is 0.0847.